This data is from Catalyst prediction with 721,799 reactions and 888 catalyst types from USPTO. The task is: Predict which catalyst facilitates the given reaction. (1) Reactant: [Br:1][C:2]1[CH:7]=[CH:6][C:5]([CH2:8][OH:9])=[C:4]([CH3:10])[CH:3]=1. Product: [Br:1][C:2]1[CH:7]=[CH:6][C:5]([CH:8]=[O:9])=[C:4]([CH3:10])[CH:3]=1. The catalyst class is: 327. (2) The catalyst class is: 27. Reactant: [SH:1][C:2]1[NH:3][C:4]2[CH:10]=[C:9]([NH:11][C:12](=[O:16])[C:13]([OH:15])=O)[CH:8]=[CH:7][C:5]=2[N:6]=1.[CH2:17]([CH:24]1[CH2:29][CH2:28][NH:27][CH2:26][CH2:25]1)[C:18]1[CH:23]=[CH:22][CH:21]=[CH:20][CH:19]=1. Product: [CH2:17]([CH:24]1[CH2:29][CH2:28][N:27]([C:13](=[O:15])[C:12]([NH:11][C:9]2[CH:8]=[CH:7][C:5]3[N:6]=[C:2]([SH:1])[NH:3][C:4]=3[CH:10]=2)=[O:16])[CH2:26][CH2:25]1)[C:18]1[CH:23]=[CH:22][CH:21]=[CH:20][CH:19]=1. (3) Reactant: [CH:1]([C@H:14]1[N:19]2[CH2:20][CH2:21][N:22]([C:24]([C:26]3[CH:31]=[N:30][CH:29]=[CH:28][N:27]=3)=[O:25])[CH2:23][C@H:18]2[CH2:17][N:16](C(OC(C)(C)C)=O)[CH2:15]1)([C:8]1[CH:13]=[CH:12][CH:11]=[CH:10][CH:9]=1)[C:2]1[CH:7]=[CH:6][CH:5]=[CH:4][CH:3]=1.Cl. Product: [CH:1]([C@H:14]1[N:19]2[CH2:20][CH2:21][N:22]([C:24]([C:26]3[CH:31]=[N:30][CH:29]=[CH:28][N:27]=3)=[O:25])[CH2:23][C@H:18]2[CH2:17][NH:16][CH2:15]1)([C:2]1[CH:7]=[CH:6][CH:5]=[CH:4][CH:3]=1)[C:8]1[CH:9]=[CH:10][CH:11]=[CH:12][CH:13]=1. The catalyst class is: 96.